From a dataset of NCI-60 drug combinations with 297,098 pairs across 59 cell lines. Regression. Given two drug SMILES strings and cell line genomic features, predict the synergy score measuring deviation from expected non-interaction effect. Drug 1: CCCS(=O)(=O)NC1=C(C(=C(C=C1)F)C(=O)C2=CNC3=C2C=C(C=N3)C4=CC=C(C=C4)Cl)F. Drug 2: CC1CCC2CC(C(=CC=CC=CC(CC(C(=O)C(C(C(=CC(C(=O)CC(OC(=O)C3CCCCN3C(=O)C(=O)C1(O2)O)C(C)CC4CCC(C(C4)OC)O)C)C)O)OC)C)C)C)OC. Cell line: MCF7. Synergy scores: CSS=45.9, Synergy_ZIP=11.2, Synergy_Bliss=11.6, Synergy_Loewe=-12.1, Synergy_HSA=10.7.